From a dataset of Full USPTO retrosynthesis dataset with 1.9M reactions from patents (1976-2016). Predict the reactants needed to synthesize the given product. (1) Given the product [N:19]([CH2:7][C:8]([C:9]1[CH:14]=[CH:13][CH:12]=[CH:11][CH:10]=1)([F:16])[F:15])=[N+:20]=[N-:21], predict the reactants needed to synthesize it. The reactants are: FC(F)(F)S(O[CH2:7][C:8]([F:16])([F:15])[C:9]1[CH:14]=[CH:13][CH:12]=[CH:11][CH:10]=1)(=O)=O.[N-:19]=[N+:20]=[N-:21].[Na+]. (2) Given the product [C:1]([O:5][C:6](=[O:21])[NH:7][C:8]1[CH:9]=[CH:10][C:11]2[CH2:17][CH2:16][CH2:15][C:14]([NH:26][CH2:25][CH:24]([O:27][CH3:28])[O:23][CH3:22])=[N:13][C:12]=2[CH:20]=1)([CH3:4])([CH3:3])[CH3:2], predict the reactants needed to synthesize it. The reactants are: [C:1]([O:5][C:6](=[O:21])[NH:7][C:8]1[CH:9]=[CH:10][C:11]2[CH2:17][CH2:16][CH2:15][C:14](SC)=[N:13][C:12]=2[CH:20]=1)([CH3:4])([CH3:3])[CH3:2].[CH3:22][O:23][CH:24]([O:27][CH3:28])[CH2:25][NH2:26]. (3) Given the product [ClH:19].[ClH:19].[NH:9]1[CH2:10][CH2:11][C@@H:7]([N:1]2[CH2:2][CH2:3][CH2:4][CH2:5][CH2:6]2)[CH2:8]1, predict the reactants needed to synthesize it. The reactants are: [N:1]1([C@@H:7]2[CH2:11][CH2:10][N:9](C(OC(C)(C)C)=O)[CH2:8]2)[CH2:6][CH2:5][CH2:4][CH2:3][CH2:2]1.[ClH:19].O1CCOCC1. (4) Given the product [F:13][C:14]1[CH:15]=[CH:16][C:17]([CH:20]([CH3:1])[C:21]([O:23][CH3:24])=[O:22])=[CH:18][CH:19]=1, predict the reactants needed to synthesize it. The reactants are: [CH:1](NC(C)C)(C)C.C([Li])CCC.[F:13][C:14]1[CH:19]=[CH:18][C:17]([CH2:20][C:21]([O:23][CH3:24])=[O:22])=[CH:16][CH:15]=1.IC.[Cl-].[NH4+]. (5) Given the product [BrH:1].[Br:1][C:9]1[S:8][C:7]([NH2:10])=[N:6][C:5]=1[C:4]([F:12])([F:11])[F:3], predict the reactants needed to synthesize it. The reactants are: [Br:1]Br.[F:3][C:4]([F:12])([F:11])[C:5]1[N:6]=[C:7]([NH2:10])[S:8][CH:9]=1. (6) The reactants are: Cl[C:2]1[CH:11]=[C:10]2[C:5]([C:6]([CH3:12])=[CH:7][CH:8]=[N:9]2)=[CH:4][CH:3]=1.[F:13][CH:14]([F:23])[C:15]([C:17]1[CH:22]=[CH:21][CH:20]=[CH:19][CH:18]=1)=[O:16].[O-]P([O-])([O-])=O.[K+].[K+].[K+].O. Given the product [F:13][C:14]([F:23])([C:2]1[CH:11]=[C:10]2[C:5]([C:6]([CH3:12])=[CH:7][CH:8]=[N:9]2)=[CH:4][CH:3]=1)[C:15]([C:17]1[CH:18]=[CH:19][CH:20]=[CH:21][CH:22]=1)=[O:16], predict the reactants needed to synthesize it. (7) Given the product [F:1][C:2]1[CH:35]=[C:34]([NH:36][S:37]([C:40]2[CH:41]=[CH:42][N+:43]([O-:46])=[CH:44][CH:45]=2)(=[O:38])=[O:39])[CH:33]=[CH:32][C:3]=1[C:4]([NH:6][C@@H:7]([CH2:11][C:12]1[CH:17]=[CH:16][C:15]([N:18]2[C:23](=[O:24])[C:22]3[CH:25]=[CH:26][N+:27]([O-:29])=[CH:28][C:21]=3[N:20]([CH3:30])[C:19]2=[O:31])=[CH:14][CH:13]=1)[C:8]([O:10][CH:54]([CH3:56])[CH3:55])=[O:9])=[O:5], predict the reactants needed to synthesize it. The reactants are: [F:1][C:2]1[CH:35]=[C:34]([NH:36][S:37]([C:40]2[CH:45]=[CH:44][N+:43]([O-:46])=[CH:42][CH:41]=2)(=[O:39])=[O:38])[CH:33]=[CH:32][C:3]=1[C:4]([NH:6][C@@H:7]([CH2:11][C:12]1[CH:17]=[CH:16][C:15]([N:18]2[C:23](=[O:24])[C:22]3[CH:25]=[CH:26][N+:27]([O-:29])=[CH:28][C:21]=3[N:20]([CH3:30])[C:19]2=[O:31])=[CH:14][CH:13]=1)[C:8]([OH:10])=[O:9])=[O:5].Cl.O1CCOCC1.[CH:54](O)([CH3:56])[CH3:55].